Dataset: Catalyst prediction with 721,799 reactions and 888 catalyst types from USPTO. Task: Predict which catalyst facilitates the given reaction. (1) Reactant: [F:1][C:2]1[C:35]([NH:36][S:37]([CH2:40][CH2:41][CH3:42])(=[O:39])=[O:38])=[CH:34][CH:33]=[C:32]([F:43])[C:3]=1[C:4]([NH:6][C:7]1[CH:8]=[C:9]2[N:15]=[C:14]([CH:16]3[CH2:21][CH2:20][N:19](C(OCC4C=CC=CC=4)=O)[CH2:18][CH2:17]3)[NH:13][C:10]2=[N:11][CH:12]=1)=[O:5].[H][H]. Product: [F:1][C:2]1[C:35]([NH:36][S:37]([CH2:40][CH2:41][CH3:42])(=[O:39])=[O:38])=[CH:34][CH:33]=[C:32]([F:43])[C:3]=1[C:4]([NH:6][C:7]1[CH:8]=[C:9]2[N:15]=[C:14]([CH:16]3[CH2:21][CH2:20][NH:19][CH2:18][CH2:17]3)[NH:13][C:10]2=[N:11][CH:12]=1)=[O:5]. The catalyst class is: 293. (2) Reactant: C[N:2](C)[CH:3]=[N:4][C:5]([C:7]1[CH:8]=[C:9]2[N:15]([N:16]=1)[C:14]1[CH:17]=[C:18]([Br:21])[CH:19]=[CH:20][C:13]=1[O:12][CH2:11][CH2:10]2)=O.Cl.[CH:24]([NH:27]N)([CH3:26])[CH3:25]. Product: [Br:21][C:18]1[CH:19]=[CH:20][C:13]2[O:12][CH2:11][CH2:10][C:9]3[N:15]([N:16]=[C:7]([C:5]4[N:27]([CH:24]([CH3:26])[CH3:25])[N:2]=[CH:3][N:4]=4)[CH:8]=3)[C:14]=2[CH:17]=1. The catalyst class is: 15. (3) Reactant: [CH3:1][C:2]1[CH2:7][CH2:6][CH2:5][C:4]([CH3:9])([CH3:8])[C:3]=1[CH:10]=O.[CH:12]([O:15][C:16]1[CH:17]=[C:18]([CH:20]=[CH:21][CH:22]=1)[NH2:19])([CH3:14])[CH3:13].C(O)(=O)C.C([BH3-])#N.[Na+]. Product: [CH:12]([O:15][C:16]1[CH:17]=[C:18]([CH:20]=[CH:21][CH:22]=1)[NH:19][CH2:10][C:3]1[C:4]([CH3:8])([CH3:9])[CH2:5][CH2:6][CH2:7][C:2]=1[CH3:1])([CH3:14])[CH3:13]. The catalyst class is: 5.